Predict the reaction yield, written as a fraction of the theoretical maximum amount of product (1.0 means a 100% yield; for example, 0.34 means a 34% yield). From a dataset of Reaction yield outcomes from USPTO patents with 853,638 reactions. (1) The reactants are [Cl:1][C:2]1[CH:3]=[C:4]([CH:25]=[CH:26][C:27]=1[F:28])[CH2:5][C:6]1[S:7][C:8]2[C:15]([C:16]3[CH:17]=[C:18]([CH:22]=[CH:23][CH:24]=3)[C:19](O)=[O:20])=[CH:14][CH:13]=[CH:12][C:9]=2[C:10]=1[CH3:11].[NH2:29][CH2:30][CH2:31][OH:32].CCN=C=NCCCN(C)C.C1C=CC2N(O)N=NC=2C=1. The catalyst is O.CN(C=O)C. The product is [Cl:1][C:2]1[CH:3]=[C:4]([CH:25]=[CH:26][C:27]=1[F:28])[CH2:5][C:6]1[S:7][C:8]2[C:15]([C:16]3[CH:17]=[C:18]([CH:22]=[CH:23][CH:24]=3)[C:19]([NH:29][CH2:30][CH2:31][OH:32])=[O:20])=[CH:14][CH:13]=[CH:12][C:9]=2[C:10]=1[CH3:11]. The yield is 0.550. (2) The reactants are Br[C:2]1[CH:7]=[CH:6][CH:5]=[CH:4][C:3]=1[CH2:8][CH2:9][C:10]([N:12]([CH:22]([CH3:24])[CH3:23])[NH:13][C:14](=[O:21])[C:15]1[CH:20]=[CH:19][CH:18]=[CH:17][CH:16]=1)=[O:11].C([O-])([O-])=O.[Na+].[Na+].[C:31]([C:33]1[CH:34]=[C:35](B(O)O)[CH:36]=[CH:37][CH:38]=1)#[N:32]. The catalyst is COCCOC. The product is [C:31]([C:33]1[CH:38]=[C:37]([C:2]2[CH:7]=[CH:6][CH:5]=[CH:4][C:3]=2[CH2:8][CH2:9][C:10]([N:12]([CH:22]([CH3:24])[CH3:23])[NH:13][C:14](=[O:21])[C:15]2[CH:20]=[CH:19][CH:18]=[CH:17][CH:16]=2)=[O:11])[CH:36]=[CH:35][CH:34]=1)#[N:32]. The yield is 0.250. (3) The reactants are [Mg].[Br:2][C:3]1[CH:15]=[CH:14][C:13]2[C:12]3[C:7](=[CH:8][C:9]([Br:16])=[CH:10][CH:11]=3)[C:6](=[O:17])[C:5]=2[CH:4]=1. The catalyst is C1COCC1.II. The product is [Br:2][C:3]1[CH:15]=[CH:14][C:13]2[C:12]3[C:7](=[CH:8][C:9]([Br:16])=[CH:10][CH:11]=3)[C:6]([CH2:4][CH:5]3[CH2:6][CH2:7][CH2:12][CH2:13]3)([OH:17])[C:5]=2[CH:4]=1. The yield is 0.130. (4) The reactants are [CH3:1][O:2][C:3]1[CH:4]=[CH:5][CH:6]=[C:7]2[C:11]=1[N:10]([CH3:12])[CH:9]=[C:8]2[CH:13]=O.[CH3:15][N:16]1C2C(=CC=CC=2)C(C)=C1C=O. No catalyst specified. The product is [CH3:1][O:2][C:3]1[CH:4]=[CH:5][CH:6]=[C:7]2[C:11]=1[N:10]([CH3:12])[CH:9]=[C:8]2[CH2:13][NH:16][CH3:15]. The yield is 0.940. (5) The reactants are [C:1]1([S:7]([CH2:10][C:11]([NH:13][NH2:14])=[O:12])(=[O:9])=[O:8])[CH:6]=[CH:5][CH:4]=[CH:3][CH:2]=1.[I:15]C(C1C=CC=CC=1)C(O)=O.ON1[C:31]2[CH:32]=[CH:33][CH:34]=[CH:35][C:30]=2N=N1.CN1CC[O:40][CH2:39][CH2:38]1.CCN=C=NCCCN(C)C.[NH4+].[Cl-]. The catalyst is C1COCC1. The product is [I:15][C:30]1[CH:35]=[CH:34][C:33]([CH2:38][C:39]([NH:14][NH:13][C:11](=[O:12])[CH2:10][S:7]([C:1]2[CH:2]=[CH:3][CH:4]=[CH:5][CH:6]=2)(=[O:8])=[O:9])=[O:40])=[CH:32][CH:31]=1. The yield is 0.930. (6) The reactants are O=C1C2C(=CC=CC=2)C(=O)[N:3]1[O:12][CH2:13][C@@H:14]([NH:16][C:17](=[O:23])[O:18][C:19]([CH3:22])([CH3:21])[CH3:20])[CH3:15].O.NN. The catalyst is C(O)C.C(Cl)Cl. The product is [C:19]([O:18][C:17](=[O:23])[NH:16][C@@H:14]([CH3:15])[CH2:13][O:12][NH2:3])([CH3:22])([CH3:20])[CH3:21]. The yield is 0.770. (7) The yield is 0.650. The product is [F:21][C:19]1[CH:20]=[C:11]([N:7]2[CH2:6][C@H:5]([C:3]([NH2:24])=[O:2])[O:9][C:8]2=[O:10])[CH:12]=[C:13]2[C:18]=1[N:17]([CH3:22])[C:16](=[O:23])[CH2:15][CH2:14]2. The reactants are C[O:2][C:3]([C@@H:5]1[O:9][C:8](=[O:10])[N:7]([C:11]2[CH:12]=[C:13]3[C:18](=[C:19]([F:21])[CH:20]=2)[N:17]([CH3:22])[C:16](=[O:23])[CH2:15][CH2:14]3)[CH2:6]1)=O.[NH3:24]. The catalyst is CO. (8) The reactants are [CH2:1]([O:8][C:9]1[CH:14]=[C:13]([C:15](OCC)=[O:16])[N:12]=[C:11]([C:20](OCC)=[O:21])[CH:10]=1)[C:2]1[CH:7]=[CH:6][CH:5]=[CH:4][CH:3]=1. The catalyst is CCO.[BH4-].[Na+]. The product is [CH2:1]([O:8][C:9]1[CH:10]=[C:11]([CH2:20][OH:21])[N:12]=[C:13]([CH2:15][OH:16])[CH:14]=1)[C:2]1[CH:3]=[CH:4][CH:5]=[CH:6][CH:7]=1. The yield is 0.900. (9) The reactants are [CH2:1]([C:5]1[N:10]2[N:11]=[C:12]([CH3:14])[N:13]=[C:9]2[N:8]([C@H:15]2[CH2:20][CH2:19][C@H:18]([OH:21])[CH2:17][CH2:16]2)[C:7](=[O:22])[C:6]=1[CH2:23][C:24]1[CH:29]=[CH:28][C:27]([C:30]2[C:31]([C:36]#[N:37])=[CH:32][CH:33]=[CH:34][CH:35]=2)=[CH:26][CH:25]=1)[CH2:2][CH2:3][CH3:4].C([O:40]C(=O)C(C)C[N+]#N)C.[C:48]1([CH3:54])[CH:53]=CC=[CH:50][CH:49]=1. The catalyst is C([O-])(=O)C.[Rh+]. The product is [CH2:1]([C:5]1[N:10]2[N:11]=[C:12]([CH3:14])[N:13]=[C:9]2[N:8]([C@H:15]2[CH2:20][CH2:19][C@H:18]([O:21][CH:49]([CH3:50])[C:48]([OH:40])([CH3:54])[CH3:53])[CH2:17][CH2:16]2)[C:7](=[O:22])[C:6]=1[CH2:23][C:24]1[CH:25]=[CH:26][C:27]([C:30]2[C:31]([C:36]#[N:37])=[CH:32][CH:33]=[CH:34][CH:35]=2)=[CH:28][CH:29]=1)[CH2:2][CH2:3][CH3:4]. The yield is 0.630. (10) No catalyst specified. The product is [Cl:30][C:4]1[C:3]([O:2][CH3:1])=[CH:8][C:7]([O:9][CH3:10])=[C:33]([Cl:34])[C:5]=1[N:11]1[CH2:20][C:19]2[C:14](=[N:15][C:16]([S:21]([CH3:24])(=[O:23])=[O:22])=[N:17][CH:18]=2)[N:13]([CH3:25])[C:12]1=[O:26]. The reactants are [CH3:1][O:2][C:3]1[CH:4]=[C:5]([N:11]2[CH2:20][C:19]3[C:14](=[N:15][C:16]([S:21]([CH3:24])(=[O:23])=[O:22])=[N:17][CH:18]=3)[N:13]([CH3:25])[C:12]2=[O:26])C=[C:7]([O:9][CH3:10])[CH:8]=1.S(Cl)([Cl:30])(=O)=O.Cl[CH2:33][Cl:34]. The yield is 0.960.